This data is from Retrosynthesis with 50K atom-mapped reactions and 10 reaction types from USPTO. The task is: Predict the reactants needed to synthesize the given product. (1) Given the product O=c1[nH]c(=O)n(-c2ccnc(Cl)n2)cc1C1c2ccccc2C=Cc2ccccc21, predict the reactants needed to synthesize it. The reactants are: Clc1ccnc(Cl)n1.O=c1[nH]cc(C2c3ccccc3C=Cc3ccccc32)c(=O)[nH]1. (2) The reactants are: CCOC(=O)C1(NC(=O)c2cccc(C)c2C2=CCCC2)Cc2ccccc2C1. Given the product Cc1cccc(C(=O)NC2(C(=O)O)Cc3ccccc3C2)c1C1=CCCC1, predict the reactants needed to synthesize it. (3) Given the product O=C1c2ccccc2C(=O)N1CCCC1c2ccccc2C=Cc2ccccc21, predict the reactants needed to synthesize it. The reactants are: ICCCC1c2ccccc2C=Cc2ccccc21.O=C1NC(=O)c2ccccc21.